Dataset: Reaction yield outcomes from USPTO patents with 853,638 reactions. Task: Predict the reaction yield, written as a fraction of the theoretical maximum amount of product (1.0 means a 100% yield; for example, 0.34 means a 34% yield). (1) The reactants are C(N(CC)CC)C.[Cl:8][C:9]1[C:10]([N:15]2[CH:19]([C:20]([O:22][CH2:23][CH3:24])=[O:21])[CH2:18][C:17](=[O:25])[NH:16]2)=[N:11][CH:12]=[CH:13][CH:14]=1.[C:26]1([S:32](Cl)(=[O:34])=[O:33])[CH:31]=[CH:30][CH:29]=[CH:28][CH:27]=1. The catalyst is ClCCl. The product is [Cl:8][C:9]1[C:10]([N:15]2[CH:19]([C:20]([O:22][CH2:23][CH3:24])=[O:21])[CH2:18][C:17]([O:25][S:32]([C:26]3[CH:31]=[CH:30][CH:29]=[CH:28][CH:27]=3)(=[O:34])=[O:33])=[N:16]2)=[N:11][CH:12]=[CH:13][CH:14]=1. The yield is 0.940. (2) The reactants are [Li]CCCC.[CH3:6][N:7]1[CH:11]=[CH:10][N:9]=[CH:8]1.[NH2:12][C:13]1[CH:21]=[CH:20][C:19]([Cl:22])=[CH:18][C:14]=1[C:15](O)=[O:16].[NH4+].[Cl-]. The catalyst is CCCCCC.CCOCC. The product is [NH2:12][C:13]1[CH:21]=[CH:20][C:19]([Cl:22])=[CH:18][C:14]=1[C:15]([C:8]1[N:7]([CH3:6])[CH:11]=[CH:10][N:9]=1)=[O:16]. The yield is 0.137. (3) The reactants are [C:1]([NH:11][CH2:12][CH2:13][C:14]([OH:16])=[O:15])([O:3][CH2:4][C:5]1[CH:10]=[CH:9][CH:8]=[CH:7][CH:6]=1)=[O:2].BrCC(O[C:22]([CH3:25])([CH3:24])[CH3:23])=[O:20].C([O-])([O-])=O.[K+].[K+]. The catalyst is CC(C)=O. The product is [C:14]([OH:16])(=[O:15])[CH2:13][OH:20].[C:22]([N:11]([C:1]([O:3][CH2:4][C:5]1[CH:10]=[CH:9][CH:8]=[CH:7][CH:6]=1)=[O:2])[CH2:12][CH2:13][C:14]([OH:16])=[O:15])([CH3:25])([CH3:24])[CH3:23]. The yield is 0.990. (4) The reactants are [CH2:1]([NH:3][C:4]1[C:9]([CH:10]=O)=[CH:8][N:7]=[C:6]([NH:12][C:13]2[CH:18]=[CH:17][CH:16]=[CH:15][CH:14]=2)[N:5]=1)[CH3:2].[C:19]([CH2:24]C=P(C1C=CC=CC=1)(C1C=CC=CC=1)C1C=CC=CC=1)([O:21][CH2:22][CH3:23])=[O:20].O1CCC[CH2:46]1. No catalyst specified. The product is [CH2:22]([O:21][C:19](=[O:20])[CH:24]=[C:10]([C:9]1[C:4]([NH:3][CH2:1][CH3:2])=[N:5][C:6]([NH:12][C:13]2[CH:18]=[CH:17][CH:16]=[CH:15][CH:14]=2)=[N:7][CH:8]=1)[CH3:46])[CH3:23]. The yield is 0.650. (5) The reactants are [CH:1]([N:4]([C:8]1[CH:13]=[CH:12][C:11]2[O:14][CH2:15][O:16][C:10]=2[CH:9]=1)[C:5]([NH2:7])=[O:6])([CH3:3])[CH3:2].[CH:17]1[C:26]2[C:21](=[CH:22][CH:23]=[CH:24][CH:25]=2)[CH:20]=[CH:19][C:18]=1[CH:27]=O. No catalyst specified. The product is [CH:1]([N:4]1[C:8]2[C:13](=[CH:12][C:11]3[O:14][CH2:15][O:16][C:10]=3[CH:9]=2)[CH:27]([C:18]2[CH:19]=[CH:20][C:21]3[C:26](=[CH:25][CH:24]=[CH:23][CH:22]=3)[CH:17]=2)[NH:7][C:5]1=[O:6])([CH3:3])[CH3:2]. The yield is 0.600. (6) The reactants are [Cl:1][C:2]1[CH:27]=[CH:26][C:5]([CH2:6][C:7](=[CH:22][N:23](C)[CH3:24])[C:8]([C@H:10]2[CH2:14][CH2:13][CH2:12][N:11]2[C:15]([O:17][C:18]([CH3:21])([CH3:20])[CH3:19])=[O:16])=O)=[CH:4][CH:3]=1.C[NH:29]N. The catalyst is C(O)C. The product is [Cl:1][C:2]1[CH:27]=[CH:26][C:5]([CH2:6][C:7]2[C:8]([C@H:10]3[CH2:14][CH2:13][CH2:12][N:11]3[C:15]([O:17][C:18]([CH3:21])([CH3:20])[CH3:19])=[O:16])=[N:29][N:23]([CH3:24])[CH:22]=2)=[CH:4][CH:3]=1. The yield is 0.750.